From a dataset of Peptide-MHC class I binding affinity with 185,985 pairs from IEDB/IMGT. Regression. Given a peptide amino acid sequence and an MHC pseudo amino acid sequence, predict their binding affinity value. This is MHC class I binding data. (1) The peptide sequence is HSSVAGGLW. The MHC is HLA-A02:01 with pseudo-sequence HLA-A02:01. The binding affinity (normalized) is 0.0847. (2) The peptide sequence is DEDNPYKTW. The MHC is HLA-B44:03 with pseudo-sequence HLA-B44:03. The binding affinity (normalized) is 0.403. (3) The peptide sequence is FLKEEGGL. The MHC is HLA-B54:01 with pseudo-sequence HLA-B54:01. The binding affinity (normalized) is 0.0985. (4) The peptide sequence is CRAPRKKGC. The MHC is HLA-B54:01 with pseudo-sequence HLA-B54:01. The binding affinity (normalized) is 0. (5) The peptide sequence is DEMVCKWLL. The MHC is HLA-A02:16 with pseudo-sequence HLA-A02:16. The binding affinity (normalized) is 0.0847. (6) The MHC is HLA-A03:01 with pseudo-sequence HLA-A03:01. The peptide sequence is YMIKLAKEV. The binding affinity (normalized) is 0.0847. (7) The peptide sequence is QQDTNSAGL. The MHC is HLA-B57:01 with pseudo-sequence HLA-B57:01. The binding affinity (normalized) is 0.0847.